From a dataset of Catalyst prediction with 721,799 reactions and 888 catalyst types from USPTO. Predict which catalyst facilitates the given reaction. (1) Product: [Cl:10][C:8]1[CH:9]=[C:4]([CH:22]=[O:23])[C:5]([OH:11])=[N:6][CH:7]=1. Reactant: [H-].[Na+].Br[C:4]1[C:5]([OH:11])=[N:6][CH:7]=[C:8]([Cl:10])[CH:9]=1.[H][H].C([Li])(C)(C)C.CN([CH:22]=[O:23])C. The catalyst class is: 1. (2) Reactant: [NH2:1][C:2]1[CH:7]=[CH:6][C:5]([C:8]2[CH:9]=[N:10][N:11]3[CH:16]=[CH:15][C:14]([C:17]([N:19]([C:21]4[CH:26]=[CH:25][C:24]([C:27]#[N:28])=[CH:23][CH:22]=4)[CH3:20])=[O:18])=[CH:13][C:12]=23)=[CH:4][CH:3]=1.C(OC([NH:36][CH2:37][C:38](O)=[O:39])=O)(C)(C)C.CN(C(ON1N=NC2C=CC=NC1=2)=[N+](C)C)C.F[P-](F)(F)(F)(F)F. Product: [NH2:36][CH2:37][C:38]([NH:1][C:2]1[CH:7]=[CH:6][C:5]([C:8]2[CH:9]=[N:10][N:11]3[CH:16]=[CH:15][C:14]([C:17]([N:19]([C:21]4[CH:22]=[CH:23][C:24]([C:27]#[N:28])=[CH:25][CH:26]=4)[CH3:20])=[O:18])=[CH:13][C:12]=23)=[CH:4][CH:3]=1)=[O:39]. The catalyst class is: 2. (3) Reactant: [C:1]([NH:4][C:5]1[CH:14]=[C:13]([NH2:15])[CH:12]=[CH:11][C:6]=1[C:7]([O:9][CH3:10])=[O:8])(=[O:3])[CH3:2].[C:16]([O:20][C:21]([N:23]([CH3:27])[CH2:24][CH:25]=O)=[O:22])([CH3:19])([CH3:18])[CH3:17].[BH-](OC(C)=O)(OC(C)=O)OC(C)=O.[Na+].C([O-])(O)=O.[Na+]. The catalyst class is: 26. Product: [C:1]([NH:4][C:5]1[CH:14]=[C:13]([NH:15][CH2:25][CH2:24][N:23]([C:21]([O:20][C:16]([CH3:17])([CH3:19])[CH3:18])=[O:22])[CH3:27])[CH:12]=[CH:11][C:6]=1[C:7]([O:9][CH3:10])=[O:8])(=[O:3])[CH3:2]. (4) Reactant: [CH2:1]([C:6]1[CH:7]=[C:8]2[C:12](=[CH:13][CH:14]=1)[NH:11][C:10](=[O:15])[C:9]2=[O:16])[CH2:2][CH2:3][CH2:4][CH3:5].ClC1C=CC=C(C(OO)=[O:25])C=1.C(=O)(O)[O-].[Na+].O. Product: [CH2:1]([C:6]1[CH:7]=[C:8]2[C:9]([O:15][C:10](=[O:25])[NH:11][C:12]2=[CH:13][CH:14]=1)=[O:16])[CH2:2][CH2:3][CH2:4][CH3:5]. The catalyst class is: 1. (5) Reactant: Br[C:2]1[S:10][C:9]2[C:4](=[N:5][CH:6]=[CH:7][C:8]=2[O:11][C:12]2[CH:17]=[CH:16][C:15]([N+:18]([O-:20])=[O:19])=[CH:14][C:13]=2[F:21])[CH:3]=1.[CH2:22]([N:25]1[CH2:30][CH2:29][O:28][CH2:27][CH2:26]1)[C:23]#[CH:24].C(N(CC)CC)C. Product: [F:21][C:13]1[CH:14]=[C:15]([N+:18]([O-:20])=[O:19])[CH:16]=[CH:17][C:12]=1[O:11][C:8]1[CH:7]=[CH:6][N:5]=[C:4]2[CH:3]=[C:2]([C:24]#[C:23][CH2:22][N:25]3[CH2:30][CH2:29][O:28][CH2:27][CH2:26]3)[S:10][C:9]=12. The catalyst class is: 700. (6) Reactant: [F:1][C:2]1[CH:3]=[C:4]([CH:25]=[C:26]([F:28])[CH:27]=1)[CH2:5][C@H:6]1[C@@H:10]([CH:11]2[CH2:16][O:15][CH2:14][CH2:13][N:12]2C(OC(C)(C)C)=O)[O:9][C:8](=[O:24])[NH:7]1.F[C:30]1[CH:31]=[C:32]([CH:53]=[C:54](F)[CH:55]=1)[CH2:33][C@@H:34]([C@@H:38]([CH:40]1[CH2:45]OCCN1C(OC(C)(C)C)=O)O)[C:35](O)=O.[C:57]1(P(N=[N+]=[N-])(C2C=CC=CC=2)=O)C=CC=CC=1.C(N(CC)CC)C. Product: [F:28][C:26]1[CH:25]=[C:4]([CH:3]=[C:2]([F:1])[CH:27]=1)[CH2:5][C@H:6]1[C@@H:10]([C@H:11]2[CH2:16][C@H:14]([OH:15])[CH2:13][N:12]2[CH:33]([C:32]2[CH:31]=[CH:30][CH:55]=[CH:54][CH:53]=2)[C:34]2[CH:35]=[CH:57][CH:45]=[CH:40][CH:38]=2)[O:9][C:8](=[O:24])[NH:7]1. The catalyst class is: 133.